Dataset: Peptide-MHC class I binding affinity with 185,985 pairs from IEDB/IMGT. Task: Regression. Given a peptide amino acid sequence and an MHC pseudo amino acid sequence, predict their binding affinity value. This is MHC class I binding data. (1) The peptide sequence is VEIFKHLVF. The MHC is HLA-A02:06 with pseudo-sequence HLA-A02:06. The binding affinity (normalized) is 0.0847. (2) The peptide sequence is GTSFVYVPSA. The MHC is Patr-A0101 with pseudo-sequence YFAMYQESAAHTDVDTLYIIYRDYTWAAQAYTWY. The binding affinity (normalized) is 0. (3) The peptide sequence is HMWNFISGI. The MHC is HLA-A02:01 with pseudo-sequence HLA-A02:01. The binding affinity (normalized) is 0.581. (4) The peptide sequence is ALDISFTGA. The MHC is HLA-B27:05 with pseudo-sequence HLA-B27:05. The binding affinity (normalized) is 0.213. (5) The peptide sequence is GESSSNPTI. The MHC is HLA-B40:01 with pseudo-sequence HLA-B40:01. The binding affinity (normalized) is 0.739. (6) The peptide sequence is AFASRGNHV. The MHC is Patr-A0901 with pseudo-sequence Patr-A0901. The binding affinity (normalized) is 0.352. (7) The peptide sequence is EPFSRRHPL. The MHC is HLA-B07:02 with pseudo-sequence HLA-B07:02. The binding affinity (normalized) is 0.787. (8) The peptide sequence is KYAEAFQMV. The MHC is HLA-B58:01 with pseudo-sequence HLA-B58:01. The binding affinity (normalized) is 0.213. (9) The MHC is H-2-Db with pseudo-sequence H-2-Db. The peptide sequence is MRMCHEGINP. The binding affinity (normalized) is 0.249.